This data is from Peptide-MHC class II binding affinity with 134,281 pairs from IEDB. The task is: Regression. Given a peptide amino acid sequence and an MHC pseudo amino acid sequence, predict their binding affinity value. This is MHC class II binding data. (1) The peptide sequence is STWYGKPTAAGPKDN. The MHC is HLA-DPA10201-DPB10501 with pseudo-sequence HLA-DPA10201-DPB10501. The binding affinity (normalized) is 0. (2) The peptide sequence is TSLFQHMLDLRAGKS. The MHC is DRB1_1302 with pseudo-sequence DRB1_1302. The binding affinity (normalized) is 0.220.